This data is from Full USPTO retrosynthesis dataset with 1.9M reactions from patents (1976-2016). The task is: Predict the reactants needed to synthesize the given product. (1) Given the product [NH2:18][C:5]1[CH:4]=[C:3]([O:2][CH3:1])[C:12]([O:13][CH2:14][CH2:15][O:16][CH3:17])=[CH:11][C:6]=1[C:7]([O:9][CH3:10])=[O:8], predict the reactants needed to synthesize it. The reactants are: [CH3:1][O:2][C:3]1[C:12]([O:13][CH2:14][CH2:15][O:16][CH3:17])=[CH:11][C:6]([C:7]([O:9][CH3:10])=[O:8])=[C:5]([N+:18]([O-])=O)[CH:4]=1.[H][H]. (2) Given the product [C:1]([O:5][C:6]([N:8]1[C:16]2[C:11](=[CH:12][CH:13]=[C:14]([NH:17][C:21]3[C:22]4[N:23]([CH:25]=[CH:26][N:27]=4)[CH:24]=[C:19]([Br:18])[N:20]=3)[CH:15]=2)[CH:10]=[CH:9]1)=[O:7])([CH3:4])([CH3:2])[CH3:3], predict the reactants needed to synthesize it. The reactants are: [C:1]([O:5][C:6]([N:8]1[C:16]2[C:11](=[CH:12][CH:13]=[C:14]([NH2:17])[CH:15]=2)[CH:10]=[CH:9]1)=[O:7])([CH3:4])([CH3:3])[CH3:2].[Br:18][C:19]1[N:20]=[C:21](Br)[C:22]2[N:23]([CH:25]=[CH:26][N:27]=2)[CH:24]=1.C([O-])([O-])=O.[K+].[K+].